This data is from Full USPTO retrosynthesis dataset with 1.9M reactions from patents (1976-2016). The task is: Predict the reactants needed to synthesize the given product. Given the product [CH3:30][O:29][C:17]1[CH:18]=[C:19]([N:22]2[CH2:27][CH2:26][N:25]([CH3:28])[CH2:24][CH2:23]2)[CH:20]=[CH:21][C:16]=1[N:8]([C:4]1[CH:3]=[C:2]([NH:37][C:36]2[CH:38]=[CH:39][CH:40]=[C:34]([N+:31]([O-:33])=[O:32])[CH:35]=2)[N:7]=[CH:6][N:5]=1)[C:9](=[O:15])[O:10][C:11]([CH3:14])([CH3:13])[CH3:12], predict the reactants needed to synthesize it. The reactants are: Cl[C:2]1[N:7]=[CH:6][N:5]=[C:4]([N:8]([C:16]2[CH:21]=[CH:20][C:19]([N:22]3[CH2:27][CH2:26][N:25]([CH3:28])[CH2:24][CH2:23]3)=[CH:18][C:17]=2[O:29][CH3:30])[C:9](=[O:15])[O:10][C:11]([CH3:14])([CH3:13])[CH3:12])[CH:3]=1.[N+:31]([C:34]1[CH:35]=[C:36]([CH:38]=[CH:39][CH:40]=1)[NH2:37])([O-:33])=[O:32].C([O-])([O-])=O.[K+].[K+].CC(C1C=C(C(C)C)C(C2C=CC=CC=2P(C2CCCCC2)C2CCCCC2)=C(C(C)C)C=1)C.